Dataset: Full USPTO retrosynthesis dataset with 1.9M reactions from patents (1976-2016). Task: Predict the reactants needed to synthesize the given product. (1) The reactants are: Cl[C:2]([O:4][C:5]1[CH:10]=[CH:9][CH:8]=[CH:7][CH:6]=1)=[O:3].[CH:11]1([S:14]([C:17]([C:20]2[CH:25]=[C:24]([N:26]3[CH2:31][CH2:30][O:29][CH2:28][C@@H:27]3[CH3:32])[N:23]=[C:22]([C:33]3[CH:39]=[CH:38][C:36]([NH2:37])=[CH:35][CH:34]=3)[N:21]=2)([CH3:19])[CH3:18])(=[O:16])=[O:15])[CH2:13][CH2:12]1.C(=O)(O)[O-].[Na+]. Given the product [CH:11]1([S:14]([C:17]([C:20]2[CH:25]=[C:24]([N:26]3[CH2:31][CH2:30][O:29][CH2:28][C@@H:27]3[CH3:32])[N:23]=[C:22]([C:33]3[CH:39]=[CH:38][C:36]([NH:37][C:2](=[O:3])[O:4][C:5]4[CH:10]=[CH:9][CH:8]=[CH:7][CH:6]=4)=[CH:35][CH:34]=3)[N:21]=2)([CH3:18])[CH3:19])(=[O:15])=[O:16])[CH2:13][CH2:12]1, predict the reactants needed to synthesize it. (2) The reactants are: [Br:1][C:2]1[C:3](=[O:10])[NH:4][C:5](=[O:9])[N:6]([CH3:8])[CH:7]=1.Cl[CH2:12][C:13]([N:15]([CH3:17])[CH3:16])=[O:14].C(=O)([O-])[O-].[K+].[K+]. Given the product [Br:1][C:2]1[C:3](=[O:10])[N:4]([CH2:12][C:13]([N:15]([CH3:17])[CH3:16])=[O:14])[C:5](=[O:9])[N:6]([CH3:8])[CH:7]=1, predict the reactants needed to synthesize it. (3) Given the product [CH2:1]([O:3][C:4]([C:5]1[CH2:6][N:7]2[CH2:16][CH2:15][C:14]3[C:9]([CH:8]2[CH2:21][C:22]=1[NH2:39])=[CH:10][C:11]([O:19][CH3:20])=[C:12]([O:17][CH3:18])[CH:13]=3)=[O:27])[CH3:2], predict the reactants needed to synthesize it. The reactants are: [CH2:1]([O:3][C:4](=[O:27])[CH2:5][CH2:6][N:7]1[CH2:16][CH2:15][C:14]2[C:9](=[CH:10][C:11]([O:19][CH3:20])=[C:12]([O:17][CH3:18])[CH:13]=2)[CH:8]1[CH2:21][C:22](OCC)=O)[CH3:2].CC[O-].[Na+].C(O)C.C([O-])(=O)C.[NH4+:39]. (4) Given the product [ClH:1].[Cl:22][C:5]1[C:6]([NH:8][C:9]2[CH:14]=[CH:13][C:12]([O:15][CH3:16])=[CH:11][C:10]=2[NH:17][S:18]([CH3:21])(=[O:20])=[O:19])=[N:7][C:2]([NH:26][C:25]2[CH:27]=[C:28]([O:32][CH3:33])[C:29]([F:31])=[CH:30][C:24]=2[F:23])=[N:3][CH:4]=1, predict the reactants needed to synthesize it. The reactants are: [Cl:1][C:2]1[N:7]=[C:6]([NH:8][C:9]2[CH:14]=[CH:13][C:12]([O:15][CH3:16])=[CH:11][C:10]=2[NH:17][S:18]([CH3:21])(=[O:20])=[O:19])[C:5]([Cl:22])=[CH:4][N:3]=1.[F:23][C:24]1[CH:30]=[C:29]([F:31])[C:28]([O:32][CH3:33])=[CH:27][C:25]=1[NH2:26]. (5) Given the product [CH3:13][N:14]1[CH2:15][CH:16]=[C:17]([C:3]2[C:4]3[C:9](=[CH:8][CH:7]=[C:6]([OH:10])[CH:5]=3)[NH:1][CH:2]=2)[CH2:18][CH2:19]1, predict the reactants needed to synthesize it. The reactants are: [NH:1]1[C:9]2[C:4](=[CH:5][C:6]([OH:10])=[CH:7][CH:8]=2)[CH:3]=[CH:2]1.[OH-].[K+].[CH3:13][N:14]1[CH2:19][CH2:18][C:17](=O)[CH2:16][CH2:15]1.